From a dataset of Forward reaction prediction with 1.9M reactions from USPTO patents (1976-2016). Predict the product of the given reaction. (1) Given the reactants [I-].[F:2][C:3]1[CH:15]=[CH:14][C:6]2[N:7]3[C:12]([CH3:13])=[CH:11][S:10][C:8]3=[NH+:9][C:5]=2[CH:4]=1.C([O-])(O)=O.[Na+], predict the reaction product. The product is: [F:2][C:3]1[CH:15]=[CH:14][C:6]2[N:7]3[C:12]([CH3:13])=[CH:11][S:10][C:8]3=[N:9][C:5]=2[CH:4]=1. (2) Given the reactants [CH2:1]([C:5]1[NH:6][C:7](=O)[C:8]2[NH:13][N:12]=[C:11]([I:14])[C:9]=2[N:10]=1)[CH2:2][CH2:3][CH3:4].F[P-](F)(F)(F)(F)F.[N:23]1(O[P+](N(C)C)(N(C)C)N(C)C)C2C=CC=CC=2N=N1.N12CCCN=C1CCCCC2.[CH3:54][O:55][C:56]1[CH:57]=[C:58]([CH2:64]N)[CH:59]=[CH:60][C:61]=1[O:62][CH3:63], predict the reaction product. The product is: [CH2:1]([C:5]1[N:6]=[C:7]([NH2:23])[C:8]2[N:13]([CH2:64][C:58]3[CH:59]=[CH:60][C:61]([O:62][CH3:63])=[C:56]([O:55][CH3:54])[CH:57]=3)[N:12]=[C:11]([I:14])[C:9]=2[N:10]=1)[CH2:2][CH2:3][CH3:4]. (3) Given the reactants [CH:1]1([N:6]2[C:11]3[N:12]=[C:13](S(C)(=O)=O)[N:14]=[CH:15][C:10]=3[C:9]([CH3:20])=[CH:8][C:7]2=[O:21])[CH2:5][CH2:4][CH2:3][CH2:2]1.[NH2:22][C:23]1[CH:32]=[CH:31][C:26]([C:27]([O:29][CH3:30])=[O:28])=[CH:25][CH:24]=1.Cl, predict the reaction product. The product is: [CH:1]1([N:6]2[C:11]3[N:12]=[C:13]([NH:22][C:23]4[CH:24]=[CH:25][C:26]([C:27]([O:29][CH3:30])=[O:28])=[CH:31][CH:32]=4)[N:14]=[CH:15][C:10]=3[C:9]([CH3:20])=[CH:8][C:7]2=[O:21])[CH2:5][CH2:4][CH2:3][CH2:2]1. (4) Given the reactants [CH3:1][S-:2].[Na+].[O-2].[Al+3].[O-2].[O-2].[Al+3].Cl[C:10]1[N:18]=[C:17]2[C:13]([N:14]([CH2:31][C@H:32]3[CH2:37][CH2:36][C@H:35]([CH3:38])[CH2:34][CH2:33]3)[C:15]([N:19]3[CH2:24][CH2:23][O:22][CH2:21][C@H:20]3[C:25]3[CH:30]=[CH:29][CH:28]=[CH:27][CH:26]=3)=[N:16]2)=[C:12]([NH:39][C@@H:40]([CH:42]2[CH2:45][CH2:44][CH2:43]2)[CH3:41])[N:11]=1, predict the reaction product. The product is: [CH:42]1([C@H:40]([NH:39][C:12]2[N:11]=[C:10]([S:2][CH3:1])[N:18]=[C:17]3[C:13]=2[N:14]([CH2:31][C@H:32]2[CH2:33][CH2:34][C@H:35]([CH3:38])[CH2:36][CH2:37]2)[C:15]([N:19]2[CH2:24][CH2:23][O:22][CH2:21][C@H:20]2[C:25]2[CH:30]=[CH:29][CH:28]=[CH:27][CH:26]=2)=[N:16]3)[CH3:41])[CH2:43][CH2:44][CH2:45]1. (5) Given the reactants [CH:1]1([C:7]2[CH:12]=[CH:11][C:10]([C:13](=[O:15])[CH3:14])=[CH:9][CH:8]=2)[CH2:6][CH2:5][CH2:4][CH2:3][CH2:2]1.[BH4-].[Na+].CC(C)=O, predict the reaction product. The product is: [CH:1]1([C:7]2[CH:8]=[CH:9][C:10]([C@H:13]([OH:15])[CH3:14])=[CH:11][CH:12]=2)[CH2:2][CH2:3][CH2:4][CH2:5][CH2:6]1. (6) Given the reactants FC(F)(F)[C:3]([OH:5])=O.[CH3:8][NH:9][C:10]([NH:12][CH2:13][C:14]1[CH:19]=[CH:18][CH:17]=[CH:16][C:15]=1[N+:20]([O-:22])=[O:21])=[O:11].C=O.[CH:25](Cl)(Cl)Cl, predict the reaction product. The product is: [CH3:8][N:9]1[C:10](=[O:11])[N:12]([CH2:13][C:14]2[CH:19]=[CH:18][CH:17]=[CH:16][C:15]=2[N+:20]([O-:22])=[O:21])[CH2:3][O:5][CH2:25]1. (7) Given the reactants Br[CH2:2][C@H:3]([C:5]1[CH:10]=[C:9]([CH3:11])[CH:8]=[C:7]([CH3:12])[CH:6]=1)[OH:4].C(=O)([O-])[O-].[K+].[K+], predict the reaction product. The product is: [CH3:12][C:7]1[CH:6]=[C:5]([C@H:3]2[CH2:2][O:4]2)[CH:10]=[C:9]([CH3:11])[CH:8]=1.